Dataset: CYP2C19 inhibition data for predicting drug metabolism from PubChem BioAssay. Task: Regression/Classification. Given a drug SMILES string, predict its absorption, distribution, metabolism, or excretion properties. Task type varies by dataset: regression for continuous measurements (e.g., permeability, clearance, half-life) or binary classification for categorical outcomes (e.g., BBB penetration, CYP inhibition). Dataset: cyp2c19_veith. (1) The molecule is COc1ccc(NC(=O)c2cc3sccc3n2Cc2ccc(F)cc2)cc1OC. The result is 1 (inhibitor). (2) The molecule is CCc1ccc2[nH]c(O)c(N=Nc3nc(-c4ccccc4)cs3)c2c1. The result is 1 (inhibitor). (3) The drug is N[C@@H](Cc1cccc([N+](=O)[O-])c1)C(=O)O. The result is 0 (non-inhibitor). (4) The drug is CN(C)c1ncc2nc(-c3ccccc3)c(=O)n(CCc3ccccc3)c2n1. The result is 0 (non-inhibitor). (5) The molecule is N#Cc1cccc(-c2ccc3ncnc(NCc4ccccc4)c3c2)c1. The result is 0 (non-inhibitor). (6) The compound is O=C(c1ccccc1-c1nc(-c2ccccc2)no1)N1CCOCC1. The result is 0 (non-inhibitor). (7) The molecule is CCC[C@H]1C[C@H](C(=O)N[C@@H]([C@H](C)O)[C@@H]2O[C@H](SC)[C@@H](O)[C@H](O)[C@@H]2O)N(C)C1. The result is 0 (non-inhibitor).